This data is from Catalyst prediction with 721,799 reactions and 888 catalyst types from USPTO. The task is: Predict which catalyst facilitates the given reaction. Reactant: N1C=CC=CC=1.[NH2:7][C:8]1[N:13]=[C:12]([C:14]2[CH:19]=[CH:18][C:17]([CH2:20][CH2:21][CH2:22][C:23]3[N:27]([CH2:28][CH2:29][CH3:30])[C:26](=[O:31])[N:25]([C:32]4[CH:37]=[CH:36][C:35]([C:38]([F:41])([F:40])[F:39])=[CH:34][CH:33]=4)[N:24]=3)=[CH:16][CH:15]=2)[CH:11]=[CH:10][CH:9]=1.[C:42]1([S:48](Cl)(=[O:50])=[O:49])[CH:47]=[CH:46][CH:45]=[CH:44][CH:43]=1. Product: [O:31]=[C:26]1[N:25]([C:32]2[CH:33]=[CH:34][C:35]([C:38]([F:41])([F:40])[F:39])=[CH:36][CH:37]=2)[N:24]=[C:23]([CH2:22][CH2:21][CH2:20][C:17]2[CH:16]=[CH:15][C:14]([C:12]3[N:13]=[C:8]([NH:7][S:48]([C:42]4[CH:47]=[CH:46][CH:45]=[CH:44][CH:43]=4)(=[O:50])=[O:49])[CH:9]=[CH:10][CH:11]=3)=[CH:19][CH:18]=2)[N:27]1[CH2:28][CH2:29][CH3:30]. The catalyst class is: 4.